Task: Predict the product of the given reaction.. Dataset: Forward reaction prediction with 1.9M reactions from USPTO patents (1976-2016) (1) The product is: [C:4]([CH2:5][N:6]([CH2:13][C:14]1[CH:15]=[CH:16][C:17]([O:18][C:19]([CH3:28])([CH3:27])[C:20]([O:22][C:23]([CH3:24])([CH3:25])[CH3:26])=[O:21])=[CH:29][CH:30]=1)[CH2:7][C:8]1[O:9][CH:10]=[CH:11][CH:12]=1)([OH:31])=[O:3]. Given the reactants C([O:3][C:4](=[O:31])[CH2:5][N:6]([CH2:13][C:14]1[CH:30]=[CH:29][C:17]([O:18][C:19]([CH3:28])([CH3:27])[C:20]([O:22][C:23]([CH3:26])([CH3:25])[CH3:24])=[O:21])=[CH:16][CH:15]=1)[CH2:7][C:8]1[O:9][CH:10]=[CH:11][CH:12]=1)C.[OH-].[Na+], predict the reaction product. (2) Given the reactants B.[CH2:2]([C@H:4]1[CH2:9][CH2:8][C@H:7]([C:10](O)=[O:11])[CH2:6][CH2:5]1)[CH3:3], predict the reaction product. The product is: [CH2:2]([C@H:4]1[CH2:9][CH2:8][C@H:7]([CH2:10][OH:11])[CH2:6][CH2:5]1)[CH3:3]. (3) Given the reactants [CH3:1][O:2][C:3]1[CH:4]=[C:5]([CH:18]=[CH:19][C:20]=1[O:21][CH3:22])[C:6]([N:8]1[C:17]2[C:12](=[CH:13][CH:14]=[CH:15][CH:16]=2)[NH:11][CH2:10][CH2:9]1)=[O:7].[H-].[Na+].[CH2:25](Br)[C:26]1[CH:31]=[CH:30][CH:29]=[CH:28][CH:27]=1.C(OCC)(=O)C, predict the reaction product. The product is: [CH2:25]([N:11]1[C:12]2[C:17](=[CH:16][CH:15]=[CH:14][CH:13]=2)[N:8]([C:6](=[O:7])[C:5]2[CH:18]=[CH:19][C:20]([O:21][CH3:22])=[C:3]([O:2][CH3:1])[CH:4]=2)[CH2:9][CH2:10]1)[C:26]1[CH:31]=[CH:30][CH:29]=[CH:28][CH:27]=1. (4) Given the reactants Cl[C:2]1[N:7]=[C:6]([NH:8][CH2:9][C:10]2[CH:11]=[N:12][C:13]([Cl:16])=[CH:14][CH:15]=2)[N:5]=[C:4]([NH:17][C:18]2[CH:23]=[CH:22][C:21]([F:24])=[C:20]([C:25]([F:28])([F:27])[F:26])[CH:19]=2)[N:3]=1.O.[NH2:30][NH2:31], predict the reaction product. The product is: [Cl:16][C:13]1[N:12]=[CH:11][C:10]([CH2:9][NH:8][C:6]2[N:5]=[C:4]([NH:17][C:18]3[CH:23]=[CH:22][C:21]([F:24])=[C:20]([C:25]([F:28])([F:27])[F:26])[CH:19]=3)[N:3]=[C:2]([NH:30][NH2:31])[N:7]=2)=[CH:15][CH:14]=1. (5) The product is: [CH:35]1([CH2:38][N:11]2[C:12]3[C:17](=[CH:16][C:15]([C:19]([N:21]4[CH2:22][CH2:23][CH:24]([N:27]5[CH2:31][CH2:30][CH2:29][CH2:28]5)[CH2:25][CH2:26]4)=[O:20])=[CH:14][CH:13]=3)[CH:18]=[C:10]2[C:8]([N:5]2[CH2:6][CH2:7][C:2]([F:1])([F:32])[CH2:3][CH2:4]2)=[O:9])[CH2:37][CH2:36]1. Given the reactants [F:1][C:2]1([F:32])[CH2:7][CH2:6][N:5]([C:8]([C:10]2[NH:11][C:12]3[C:17]([CH:18]=2)=[CH:16][C:15]([C:19]([N:21]2[CH2:26][CH2:25][CH:24]([N:27]4[CH2:31][CH2:30][CH2:29][CH2:28]4)[CH2:23][CH2:22]2)=[O:20])=[CH:14][CH:13]=3)=[O:9])[CH2:4][CH2:3]1.[H-].[Na+].[CH:35]1([CH2:38]Br)[CH2:37][CH2:36]1, predict the reaction product.